This data is from Forward reaction prediction with 1.9M reactions from USPTO patents (1976-2016). The task is: Predict the product of the given reaction. (1) Given the reactants [Cl:1][CH2:2][C:3](=O)[CH2:4][C:5]([O:7][CH2:8][CH3:9])=[O:6].C([O-])(=O)C.[NH4+:15], predict the reaction product. The product is: [NH2:15]/[C:3](/[CH2:2][Cl:1])=[CH:4]\[C:5]([O:7][CH2:8][CH3:9])=[O:6]. (2) Given the reactants C(C1C=C(NC(=O)CCCC2C=CC([B:25]([OH:27])[OH:26])=CC=2)C=CC=1S(CC)(=O)=O)#N.Br[C:30]1[CH:35]=[CH:34][C:33]([CH2:36][CH2:37][CH2:38][C:39]([NH:41][C:42]2[CH:43]=[CH:44][C:45]([S:58]([CH:61]([CH3:63])[CH3:62])(=[O:60])=[O:59])=[C:46]([CH:57]=2)[CH2:47][N:48]([CH3:56])[C:49](=[O:55])[O:50][C:51]([CH3:54])([CH3:53])[CH3:52])=[O:40])=[CH:32][CH:31]=1.CC1(C)COB(B2OCC(C)(C)CO2)OC1.B(O)O, predict the reaction product. The product is: [C:51]([O:50][C:49]([N:48]([CH2:47][C:46]1[CH:57]=[C:42]([NH:41][C:39](=[O:40])[CH2:38][CH2:37][CH2:36][C:33]2[CH:34]=[CH:35][C:30]([B:25]([OH:27])[OH:26])=[CH:31][CH:32]=2)[CH:43]=[CH:44][C:45]=1[S:58]([CH:61]([CH3:63])[CH3:62])(=[O:60])=[O:59])[CH3:56])=[O:55])([CH3:54])([CH3:53])[CH3:52]. (3) Given the reactants [Br:1][C:2]1[CH:9]=[CH:8][C:5]([CH:6]=[O:7])=[C:4]([OH:10])[CH:3]=1.C(=O)([O-])[O-].[K+].[K+].[CH2:17](Br)[CH:18]=[CH2:19].O, predict the reaction product. The product is: [CH2:19]([O:10][C:4]1[CH:3]=[C:2]([Br:1])[CH:9]=[CH:8][C:5]=1[CH:6]=[O:7])[CH:18]=[CH2:17]. (4) Given the reactants [F:1][C:2]([F:20])([F:19])[C:3]1[CH:4]=[C:5]([S:9]([CH:12]2[CH2:17][CH2:16][CH:15]([NH2:18])[CH2:14][CH2:13]2)(=[O:11])=[O:10])[CH:6]=[CH:7][CH:8]=1.CN(C(ON1N=NC2C=CC=NC1=2)=[N+](C)C)C.F[P-](F)(F)(F)(F)F.[F:45][C:46]1[CH:47]=[C:48]([CH:52]=[C:53]([O:55][CH3:56])[CH:54]=1)[C:49](O)=[O:50], predict the reaction product. The product is: [F:45][C:46]1[CH:47]=[C:48]([CH:52]=[C:53]([O:55][CH3:56])[CH:54]=1)[C:49]([NH:18][CH:15]1[CH2:14][CH2:13][CH:12]([S:9]([C:5]2[CH:6]=[CH:7][CH:8]=[C:3]([C:2]([F:1])([F:19])[F:20])[CH:4]=2)(=[O:11])=[O:10])[CH2:17][CH2:16]1)=[O:50].